Dataset: Reaction yield outcomes from USPTO patents with 853,638 reactions. Task: Predict the reaction yield, written as a fraction of the theoretical maximum amount of product (1.0 means a 100% yield; for example, 0.34 means a 34% yield). The reactants are [CH2:1]([NH:8][CH2:9][CH:10](O)[CH2:11][NH:12][CH2:13][C:14]1[CH:19]=[CH:18][CH:17]=[CH:16][CH:15]=1)[C:2]1[CH:7]=[CH:6][CH:5]=[CH:4][CH:3]=1.NCCCN.[O-]S([O-])(=O)=O.[Na+].[Na+].C(=O)C1C=CC=CC=1.[BH4-].[Na+].C(N(CC1C=CC=CC=1)CCCN)C1C=CC=CC=1. No catalyst specified. The product is [CH2:1]([NH:8][CH2:9][CH2:10][CH2:11][NH:12][CH2:13][C:14]1[CH:15]=[CH:16][CH:17]=[CH:18][CH:19]=1)[C:2]1[CH:3]=[CH:4][CH:5]=[CH:6][CH:7]=1. The yield is 0.990.